Dataset: Catalyst prediction with 721,799 reactions and 888 catalyst types from USPTO. Task: Predict which catalyst facilitates the given reaction. (1) Reactant: [N+:1]([C:4]1[CH:5]=[C:6]([CH:9]=[CH:10][CH:11]=1)[CH2:7]Cl)([O-:3])=[O:2].[C-:12]#[N:13].[K+]. Product: [N+:1]([C:4]1[CH:5]=[C:6]([CH2:7][C:12]#[N:13])[CH:9]=[CH:10][CH:11]=1)([O-:3])=[O:2]. The catalyst class is: 24. (2) Reactant: Cl.[CH3:2][N:3]([CH3:34])[C:4]1([C:28]2[CH:33]=[CH:32][CH:31]=[CH:30][CH:29]=2)[CH2:9][CH2:8][CH:7]([NH:10][C:11]([CH2:13][NH:14][C:15](=[O:27])[CH2:16][CH2:17][C:18]2[C:26]3[C:21](=[CH:22][CH:23]=[CH:24][CH:25]=3)[NH:20][CH:19]=2)=[O:12])[CH2:6][CH2:5]1.C[Si](C)(C)[Cl:37]. Product: [ClH:37].[CH3:34][N:3]([CH3:2])[C:4]1([C:28]2[CH:33]=[CH:32][CH:31]=[CH:30][CH:29]=2)[CH2:9][CH2:8][CH:7]([NH:10][C:11]([CH2:13][NH:14][C:15](=[O:27])[CH2:16][CH2:17][C:18]2[C:26]3[C:21](=[CH:22][CH:23]=[CH:24][CH:25]=3)[NH:20][CH:19]=2)=[O:12])[CH2:6][CH2:5]1. The catalyst class is: 573. (3) Reactant: Cl[C:2]1[C:7]2[CH:8]=[CH:9][NH:10][C:6]=2[C:5]([C:11]([O:13][CH2:14][CH3:15])=[O:12])=[CH:4][N:3]=1.[Cl:16][C:17]1[CH:18]=[C:19]([CH:21]=[CH:22][CH:23]=1)[NH2:20].CS(O)(=O)=O. Product: [Cl:16][C:17]1[CH:18]=[C:19]([NH:20][C:2]2[C:7]3[CH:8]=[CH:9][NH:10][C:6]=3[C:5]([C:11]([O:13][CH2:14][CH3:15])=[O:12])=[CH:4][N:3]=2)[CH:21]=[CH:22][CH:23]=1. The catalyst class is: 12.